This data is from Forward reaction prediction with 1.9M reactions from USPTO patents (1976-2016). The task is: Predict the product of the given reaction. (1) Given the reactants C(Cl)Cl.[C:4]([O:8][C:9]([N:11]1[CH2:14][CH:13]([O:15][C:16]2[CH:17]=[C:18]([C:24]3[CH:29]=[CH:28][CH:27]=[CH:26][C:25]=3[C:30]([F:33])([F:32])[F:31])[CH:19]=[CH:20][C:21]=2[CH:22]=[O:23])[CH2:12]1)=[O:10])([CH3:7])([CH3:6])[CH3:5].C1C=C(Cl)C=C(C(OO)=[O:42])C=1, predict the reaction product. The product is: [C:4]([O:8][C:9]([N:11]1[CH2:12][CH:13]([O:15][C:16]2[CH:17]=[C:18]([C:24]3[CH:29]=[CH:28][CH:27]=[CH:26][C:25]=3[C:30]([F:33])([F:31])[F:32])[CH:19]=[CH:20][C:21]=2[C:22]([OH:42])=[O:23])[CH2:14]1)=[O:10])([CH3:7])([CH3:5])[CH3:6]. (2) Given the reactants [C:1]([C:3]1[C:4]([F:25])=[N:5][N:6]([C:19]2[CH:24]=[CH:23][CH:22]=[CH:21][CH:20]=2)[C:7]=1[NH:8][C:9](=O)[C:10]1[CH:15]=[CH:14][CH:13]=[C:12]([O:16][CH3:17])[CH:11]=1)#[N:2].[OH-].[Na+].OO.C(O)(=[O:32])C, predict the reaction product. The product is: [F:25][C:4]1[C:3]2[C:7](=[N:8][C:9]([C:10]3[CH:15]=[CH:14][CH:13]=[C:12]([O:16][CH3:17])[CH:11]=3)=[N:2][C:1]=2[OH:32])[N:6]([C:19]2[CH:24]=[CH:23][CH:22]=[CH:21][CH:20]=2)[N:5]=1. (3) Given the reactants [O:1]1[C:5]2[CH:6]=[CH:7][C:8]([S:10][C:11]3[NH:12][C:13]4[C:18]([N:19]=3)=[C:17]([NH2:20])[N:16]=[CH:15][N:14]=4)=[CH:9][C:4]=2[O:3][CH2:2]1.O.C([O-])([O-])=O.[Cs+].[Cs+].[CH2:28](OS(C1C=CC(C)=CC=1)(=O)=O)[CH2:29][CH2:30][CH3:31], predict the reaction product. The product is: [O:1]1[C:5]2[CH:6]=[CH:7][C:8]([S:10][C:11]3[N:12]([CH2:28][CH2:29][CH2:30][CH3:31])[C:13]4[C:18]([N:19]=3)=[C:17]([NH2:20])[N:16]=[CH:15][N:14]=4)=[CH:9][C:4]=2[O:3][CH2:2]1. (4) Given the reactants [Cl:1][C:2]1[CH:3]=[CH:4][C:5]([N:38]2[CH:42]=[N:41][N:40]=[N:39]2)=[C:6](/[CH:8]=[CH:9]/[C:10]([N:12]2[C@H:21]([C:22]([NH:24][C:25]3[CH:37]=[CH:36][C:28]([C:29]([O:31]C(C)(C)C)=[O:30])=[CH:27][CH:26]=3)=[O:23])[CH2:20][C:19]3[C:14](=[CH:15][CH:16]=[CH:17][CH:18]=3)[CH2:13]2)=[O:11])[CH:7]=1.CCN(C(C)C)C(C)C, predict the reaction product. The product is: [Cl:1][C:2]1[CH:3]=[CH:4][C:5]([N:38]2[CH:42]=[N:41][N:40]=[N:39]2)=[C:6](/[CH:8]=[CH:9]/[C:10]([N:12]2[C@H:21]([C:22]([NH:24][C:25]3[CH:26]=[CH:27][C:28]([C:29]([OH:31])=[O:30])=[CH:36][CH:37]=3)=[O:23])[CH2:20][C:19]3[C:14](=[CH:15][CH:16]=[CH:17][CH:18]=3)[CH2:13]2)=[O:11])[CH:7]=1. (5) The product is: [CH3:1][C:2]1[N:6]([CH2:7][CH:8]2[C:21](=[O:22])[C:12]3[C:13]4[CH:14]=[CH:15][CH:16]=[CH:17][C:18]=4[N:19]([CH3:20])[C:11]=3[CH2:10][CH2:9]2)[CH:5]=[CH:4][N:3]=1.[ClH:75]. Given the reactants [CH3:1][C:2]1[N:6]([CH2:7][CH:8]2[C:21](=[O:22])[C:12]3[C:13]4[CH:14]=[CH:15][CH:16]=[CH:17][C:18]=4[N:19]([CH3:20])[C:11]=3[CH2:10][CH2:9]2)[CH:5]=[CH:4][N:3]=1.OC1O[C@H](CO)[C@@H](O[C@@H]2O[C@H](CO)[C@H](O)[C@H](O)[C@H]2O)[C@H](O)[C@H]1O.C(O)(=O)CC(CC(O)=O)(C(O)=O)O.C(OCC)(=O)C1C(=CC=CC=1)C(OCC)=O.[Cl:75]CCl, predict the reaction product. (6) Given the reactants [CH:1]([C:3]1[CH:4]=[N:5][C:6]2[C:11]([CH:12]=1)=[CH:10][CH:9]=[C:8]([NH:13][C:14]([C:16]1[C:17]([C:22]3[CH:27]=[CH:26][C:25]([C:28]([F:31])([F:30])[F:29])=[CH:24][CH:23]=3)=[CH:18][CH:19]=[CH:20][CH:21]=1)=[O:15])[CH:7]=2)=[O:2].P([O-])(O)(O)=[O:33].[K+].Cl([O-])=O.[Na+].S([O-])([O-])=O.[Na+].[Na+].Cl, predict the reaction product. The product is: [F:30][C:28]([F:31])([F:29])[C:25]1[CH:24]=[CH:23][C:22]([C:17]2[C:16]([C:14]([NH:13][C:8]3[CH:7]=[C:6]4[C:11]([CH:12]=[C:3]([C:1]([OH:33])=[O:2])[CH:4]=[N:5]4)=[CH:10][CH:9]=3)=[O:15])=[CH:21][CH:20]=[CH:19][CH:18]=2)=[CH:27][CH:26]=1. (7) Given the reactants [NH2:1][C@@H:2]1[C:11]2[C:6](=[CH:7][CH:8]=[CH:9][CH:10]=2)[C@H:5]([OH:12])[CH2:4][CH2:3]1.[H-].[Na+].F[C:16]1[CH:17]=[CH:18][C:19]2[N:20]([C:22]([C@:25]3([CH2:31][O:32][Si:33]([CH:40]([CH3:42])[CH3:41])([CH:37]([CH3:39])[CH3:38])[CH:34]([CH3:36])[CH3:35])[CH2:29][CH2:28][CH2:27][N:26]3[CH3:30])=[N:23][N:24]=2)[CH:21]=1, predict the reaction product. The product is: [CH3:30][N:26]1[CH2:27][CH2:28][CH2:29][C@:25]1([C:22]1[N:20]2[CH:21]=[C:16]([O:12][C@H:5]3[C:6]4[C:11](=[CH:10][CH:9]=[CH:8][CH:7]=4)[C@@H:2]([NH2:1])[CH2:3][CH2:4]3)[CH:17]=[CH:18][C:19]2=[N:24][N:23]=1)[CH2:31][O:32][Si:33]([CH:37]([CH3:39])[CH3:38])([CH:34]([CH3:35])[CH3:36])[CH:40]([CH3:41])[CH3:42].